From a dataset of Catalyst prediction with 721,799 reactions and 888 catalyst types from USPTO. Predict which catalyst facilitates the given reaction. (1) Reactant: CO[C:3](=[O:14])[C:4]1[CH:9]=[CH:8][C:7]([O:10][CH:11]([CH3:13])[CH3:12])=[CH:6][CH:5]=1.[H-].[Na+].[CH3:17][C:18]#[N:19].Cl. Product: [CH:11]([O:10][C:7]1[CH:6]=[CH:5][C:4]([C:3](=[O:14])[CH2:17][C:18]#[N:19])=[CH:9][CH:8]=1)([CH3:12])[CH3:13]. The catalyst class is: 11. (2) Reactant: [O:1]=[C:2]1[C:10](=[O:11])[C:9]2[C:4](=[CH:5][CH:6]=[C:7]([S:12][CH2:13][CH2:14][CH2:15][C:16]3[CH:26]=[CH:25][C:19]([C:20]([O:22]CC)=[O:21])=[CH:18][CH:17]=3)[CH:8]=2)[N:3]1[CH2:27][CH2:28][CH2:29][CH2:30][CH3:31].C(=O)([O-])[O-].[K+].[K+]. Product: [O:1]=[C:2]1[C:10](=[O:11])[C:9]2[C:4](=[CH:5][CH:6]=[C:7]([S:12][CH2:13][CH2:14][CH2:15][C:16]3[CH:17]=[CH:18][C:19]([C:20]([OH:22])=[O:21])=[CH:25][CH:26]=3)[CH:8]=2)[N:3]1[CH2:27][CH2:28][CH2:29][CH2:30][CH3:31]. The catalyst class is: 24.